Dataset: Reaction yield outcomes from USPTO patents with 853,638 reactions. Task: Predict the reaction yield, written as a fraction of the theoretical maximum amount of product (1.0 means a 100% yield; for example, 0.34 means a 34% yield). (1) The reactants are [Mg].Br[C:3]1[C:8]([CH3:9])=[CH:7][CH:6]=[CH:5][C:4]=1[CH3:10].[CH2:11]([Si:14](OC)([O:17][CH3:18])[O:15][CH3:16])[CH2:12][CH3:13].Cl. The catalyst is CCOCC. The product is [CH3:10][C:4]1[CH:5]=[CH:6][CH:7]=[C:8]([CH3:9])[C:3]=1[Si:14]([CH2:11][CH2:12][CH3:13])([O:17][CH3:18])[O:15][CH3:16]. The yield is 0.410. (2) The reactants are S(Cl)(Cl)=[O:2].[Br:5][C:6]1[CH:11]=[CH:10][C:9]([S:12]([N:15]([CH2:17][C:18]2(C(O)=O)[NH:22]C=[CH:20][S:19]2)[CH3:16])(=[O:14])=[O:13])=[CH:8][CH:7]=1.[CH2:26]([N:28]([CH2:31][CH3:32])[CH2:29][CH3:30])[CH3:27].N1[C:42]2[C:37](=CC=CC=2)[CH2:36][CH2:35][CH2:34]1. The catalyst is ClCCl.CCOC(C)=O. The product is [Br:5][C:6]1[CH:7]=[CH:8][C:9]([S:12]([N:15]([CH2:17][C:18]2[S:19][CH:20]=[C:27]([C:26]([N:28]3[C:31]4[C:35](=[CH:36][CH:37]=[CH:42][CH:32]=4)[CH2:34][CH2:30][CH2:29]3)=[O:2])[N:22]=2)[CH3:16])(=[O:13])=[O:14])=[CH:10][CH:11]=1. The yield is 0.970. (3) The reactants are Cl[C:2]1[C:14]2[C:13]3[C:8](=[CH:9][CH:10]=[CH:11][CH:12]=3)[NH:7][C:6]=2[N:5]=[C:4]([NH:15][C:16](=[O:21])[C:17]([CH3:20])([CH3:19])[CH3:18])[N:3]=1.[CH3:22][O:23][C:24]1[CH:31]=[CH:30][C:27]([NH:28][CH3:29])=[CH:26][CH:25]=1. No catalyst specified. The product is [CH3:22][O:23][C:24]1[CH:31]=[CH:30][C:27]([N:28]([CH3:29])[C:2]2[C:14]3[C:13]4[C:8](=[CH:9][CH:10]=[CH:11][CH:12]=4)[NH:7][C:6]=3[N:5]=[C:4]([NH:15][C:16](=[O:21])[C:17]([CH3:20])([CH3:19])[CH3:18])[N:3]=2)=[CH:26][CH:25]=1. The yield is 0.370. (4) The reactants are Br[CH2:2][C:3]([C:5]1[C:6](=[O:19])[O:7][C:8]2[C:13]([CH:14]=1)=[CH:12][CH:11]=[C:10]([O:15][CH2:16][CH2:17][OH:18])[CH:9]=2)=O.[CH3:20][C:21]1[C:22]([NH2:28])=[N:23][CH:24]=[C:25]([CH3:27])[N:26]=1. The catalyst is CC#N. The product is [CH3:27][C:25]1[N:26]=[C:21]([CH3:20])[C:22]2[N:23]([CH:2]=[C:3]([C:5]3[C:6](=[O:19])[O:7][C:8]4[C:13]([CH:14]=3)=[CH:12][CH:11]=[C:10]([O:15][CH2:16][CH2:17][OH:18])[CH:9]=4)[N:28]=2)[CH:24]=1. The yield is 0.880. (5) The reactants are [C:1]1([CH3:11])[CH:6]=[CH:5][C:4]([S:7](Cl)(=[O:9])=[O:8])=[CH:3][CH:2]=1.[N:12]1[CH:17]=[CH:16][CH:15]=[C:14](/[CH:18]=[CH:19]/[CH2:20][C@@H:21]([OH:23])[CH3:22])[CH:13]=1.C([O-])(O)=O.[Na+]. The catalyst is C(N(CC)CC)C. The product is [C:1]1([CH3:11])[CH:6]=[CH:5][C:4]([S:7]([O:23][C@H:21]([CH2:20]/[CH:19]=[CH:18]/[C:14]2[CH:13]=[N:12][CH:17]=[CH:16][CH:15]=2)[CH3:22])(=[O:9])=[O:8])=[CH:3][CH:2]=1. The yield is 0.686. (6) The reactants are [F:1][C:2]1[CH:7]=[CH:6][C:5]([C:8]2[N:12]=[C:11]([CH2:13][CH2:14][NH2:15])[NH:10][N:9]=2)=[CH:4][CH:3]=1.[F:16][C:17]([F:33])([F:32])[C:18]1[O:22][N:21]=[C:20]([C:23]2[CH:24]=[C:25]([CH:29]=[CH:30][CH:31]=2)[C:26](O)=[O:27])[N:19]=1. No catalyst specified. The product is [F:1][C:2]1[CH:3]=[CH:4][C:5]([C:8]2[N:12]=[C:11]([CH2:13][CH2:14][NH:15][C:26](=[O:27])[C:25]3[CH:29]=[CH:30][CH:31]=[C:23]([C:20]4[N:19]=[C:18]([C:17]([F:33])([F:32])[F:16])[O:22][N:21]=4)[CH:24]=3)[NH:10][N:9]=2)=[CH:6][CH:7]=1. The yield is 0.130.